This data is from NCI-60 drug combinations with 297,098 pairs across 59 cell lines. The task is: Regression. Given two drug SMILES strings and cell line genomic features, predict the synergy score measuring deviation from expected non-interaction effect. (1) Drug 1: CC1C(C(CC(O1)OC2CC(CC3=C2C(=C4C(=C3O)C(=O)C5=C(C4=O)C(=CC=C5)OC)O)(C(=O)C)O)N)O.Cl. Drug 2: C1=NC(=NC(=O)N1C2C(C(C(O2)CO)O)O)N. Cell line: OVCAR3. Synergy scores: CSS=17.0, Synergy_ZIP=-6.03, Synergy_Bliss=3.05, Synergy_Loewe=-2.29, Synergy_HSA=2.64. (2) Drug 1: CC1OCC2C(O1)C(C(C(O2)OC3C4COC(=O)C4C(C5=CC6=C(C=C35)OCO6)C7=CC(=C(C(=C7)OC)O)OC)O)O. Drug 2: CC1C(C(=O)NC(C(=O)N2CCCC2C(=O)N(CC(=O)N(C(C(=O)O1)C(C)C)C)C)C(C)C)NC(=O)C3=C4C(=C(C=C3)C)OC5=C(C(=O)C(=C(C5=N4)C(=O)NC6C(OC(=O)C(N(C(=O)CN(C(=O)C7CCCN7C(=O)C(NC6=O)C(C)C)C)C)C(C)C)C)N)C. Cell line: SW-620. Synergy scores: CSS=38.7, Synergy_ZIP=7.03, Synergy_Bliss=10.2, Synergy_Loewe=9.85, Synergy_HSA=9.95. (3) Drug 1: CC1C(C(CC(O1)OC2CC(CC3=C2C(=C4C(=C3O)C(=O)C5=C(C4=O)C(=CC=C5)OC)O)(C(=O)CO)O)N)O.Cl. Drug 2: CN(CC1=CN=C2C(=N1)C(=NC(=N2)N)N)C3=CC=C(C=C3)C(=O)NC(CCC(=O)O)C(=O)O. Cell line: SF-539. Synergy scores: CSS=35.4, Synergy_ZIP=-11.5, Synergy_Bliss=-10.8, Synergy_Loewe=-7.61, Synergy_HSA=-4.77.